Predict the reactants needed to synthesize the given product. From a dataset of Full USPTO retrosynthesis dataset with 1.9M reactions from patents (1976-2016). (1) Given the product [C:18]([O:22][C:23]([N:25]1[CH2:26][CH:27]=[C:28]([O:31][S:34]([C:33]([F:44])([F:43])[F:32])(=[O:36])=[O:35])[CH2:29][CH2:30]1)=[O:24])([CH3:21])([CH3:19])[CH3:20], predict the reactants needed to synthesize it. The reactants are: C(NC(C)C)(C)C.[Li]CCCC.CCCCC.[C:18]([O:22][C:23]([N:25]1[CH2:30][CH2:29][C:28](=[O:31])[CH2:27][CH2:26]1)=[O:24])([CH3:21])([CH3:20])[CH3:19].[F:32][C:33]([F:44])([F:43])[S:34](C(S(N)(=O)=O)C)(=[O:36])=[O:35]. (2) The reactants are: [CH2:1]([Si:7]([CH3:19])([CH3:18])N[Si:7]([CH3:19])([CH3:18])[CH2:1][CH2:2][CH2:3][CH2:4][CH2:5][CH3:6])[CH2:2][CH2:3][CH2:4][CH2:5][CH3:6].[F:20][C:21]([F:34])([F:33])[S:22]([O:25]S(C(F)(F)F)(=O)=O)(=[O:24])=[O:23]. Given the product [F:20][C:21]([F:34])([F:33])[S:22]([O:25][Si:7]([CH2:1][CH2:2][CH2:3][CH2:4][CH2:5][CH3:6])([CH3:19])[CH3:18])(=[O:24])=[O:23], predict the reactants needed to synthesize it.